This data is from Full USPTO retrosynthesis dataset with 1.9M reactions from patents (1976-2016). The task is: Predict the reactants needed to synthesize the given product. (1) Given the product [C:23]([CH:25]=[CH:26][C:27]1[CH:28]=[CH:29][C:30]([O:33][C:34]([C:36]2[CH:37]=[C:38]3[C:43](=[C:44]([CH:46]([CH3:47])[CH3:48])[CH:45]=2)[O:42][C:41]([CH3:50])([CH3:49])[CH2:40][C:39]3([CH3:51])[CH3:52])=[O:35])=[CH:31][CH:32]=1)([OH:24])=[O:22], predict the reactants needed to synthesize it. The reactants are: C([SiH](C)C)(C)(C)C.C(N(CC)CC)C.C([O:22][C:23]([CH:25]=[CH:26][C:27]1[CH:32]=[CH:31][C:30]([O:33][C:34]([C:36]2[CH:37]=[C:38]3[C:43](=[C:44]([CH:46]([CH3:48])[CH3:47])[CH:45]=2)[O:42][C:41]([CH3:50])([CH3:49])[CH2:40][C:39]3([CH3:52])[CH3:51])=[O:35])=[CH:29][CH:28]=1)=[O:24])C1C=CC=CC=1.C(O)(=O)C. (2) Given the product [C:3]([O:7][C:8]([N:10]1[CH2:15][CH2:14][CH:13]([O:16][CH3:17])[CH2:12][CH2:11]1)=[O:9])([CH3:6])([CH3:4])[CH3:5], predict the reactants needed to synthesize it. The reactants are: [H-].[Na+].[C:3]([O:7][C:8]([N:10]1[CH2:15][CH2:14][CH:13]([OH:16])[CH2:12][CH2:11]1)=[O:9])([CH3:6])([CH3:5])[CH3:4].[CH3:17]I. (3) Given the product [C:12]([C:10]1[C:4]2[CH:3]=[CH:2][S:6][C:5]=2[CH:7]=[CH:8][CH:9]=1)#[N:11].[C:16]([C:15]1[CH:14]=[CH:13][C:12]2[CH:3]=[CH:2][S:6][C:5]=2[CH:4]=1)#[N:11], predict the reactants needed to synthesize it. The reactants are: Br[C:2]1[S:6][C:5]2[CH:7]=[CH:8][CH:9]=[CH:10][C:4]=2[CH:3]=1.[N:11]1[CH:16]=[CH:15][CH:14]=[CH:13][CH:12]=1.[Cu]C#N.C(N)CN. (4) Given the product [ClH:14].[Cl:14][CH2:10][C:9]1[N:5]([CH2:4][CH:1]2[CH2:3][CH2:2]2)[CH:6]=[N:7][CH:8]=1, predict the reactants needed to synthesize it. The reactants are: [CH:1]1([CH2:4][N:5]2[C:9]([CH2:10]O)=[CH:8][N:7]=[CH:6]2)[CH2:3][CH2:2]1.S(Cl)([Cl:14])=O.